From a dataset of Full USPTO retrosynthesis dataset with 1.9M reactions from patents (1976-2016). Predict the reactants needed to synthesize the given product. (1) The reactants are: [C:1](=[O:19])([O:4][C:5]1[CH:10]=[C:9]([N+:11]([O-])=O)[CH:8]=[CH:7][C:6]=1[O:14][C:15]([F:18])([F:17])[F:16])[O:2][CH3:3]. Given the product [C:1](=[O:19])([O:2][CH3:3])[O:4][C:5]1[CH:10]=[C:9]([NH2:11])[CH:8]=[CH:7][C:6]=1[O:14][C:15]([F:18])([F:17])[F:16], predict the reactants needed to synthesize it. (2) Given the product [CH3:12][O:11][N:13]=[CH:5][C:4]1[CH:7]=[CH:8][CH:9]=[C:2]([F:1])[CH:3]=1, predict the reactants needed to synthesize it. The reactants are: [F:1][C:2]1[CH:3]=[C:4]([CH:7]=[CH:8][CH:9]=1)[CH:5]=O.Cl.[O:11]([NH2:13])[CH3:12]. (3) Given the product [CH2:1]([C:4]1[CH:9]=[CH:8][C:7]([C:10]2[CH:11]=[CH:12][C:13]([CH2:16][CH2:26][C:27]([O:29][CH2:30][CH3:31])=[O:28])=[CH:14][CH:15]=2)=[CH:6][CH:5]=1)[CH2:2][CH3:3], predict the reactants needed to synthesize it. The reactants are: [CH2:1]([C:4]1[CH:9]=[CH:8][C:7]([C:10]2[CH:15]=[CH:14][C:13]([CH:16]=O)=[CH:12][CH:11]=2)=[CH:6][CH:5]=1)[CH2:2][CH3:3].C(OP([CH2:26][C:27]([O:29][CH2:30][CH3:31])=[O:28])(OCC)=O)C.C1(C)C=CC=CC=1.[O-]CC.[Na+]. (4) Given the product [C:4]([O:12][OH:1])(=[O:11])[CH:5]([CH2:7][C:8]([O-:10])=[O:9])[OH:6].[Ca+2:2].[Ca+2:2].[OH:1][O:11][C:4](=[O:12])[CH:5]([CH2:7][C:8]([O-:10])=[O:9])[OH:6].[OH:1][O:11][C:4](=[O:12])[CH:5]([CH2:7][C:8]([O-:10])=[O:9])[OH:6].[OH:1][O:11][C:4](=[O:12])[CH:5]([CH2:7][C:8]([O-:10])=[O:9])[OH:6], predict the reactants needed to synthesize it. The reactants are: [OH-:1].[Ca+2:2].[OH-].[C:4]([OH:12])(=[O:11])[CH:5]([CH2:7][C:8]([OH:10])=[O:9])[OH:6]. (5) Given the product [ClH:33].[C:1]([NH:4][O:5][CH2:6][CH2:7][NH:8][C:9](=[O:32])[CH2:10][C:11]1[C:16]([C:17]#[N:18])=[CH:15][CH:14]=[C:13]([NH:19][CH2:20][C:21]([F:29])([F:30])[C:22]2[CH:27]=[CH:26][C:25]([CH3:28])=[CH:24][N:23]=2)[C:12]=1[F:31])(=[NH:2])[NH2:3], predict the reactants needed to synthesize it. The reactants are: [C:1]([NH:4][O:5][CH2:6][CH2:7][NH:8][C:9](=[O:32])[CH2:10][C:11]1[C:16]([C:17]#[N:18])=[CH:15][CH:14]=[C:13]([NH:19][CH2:20][C:21]([F:30])([F:29])[C:22]2[CH:27]=[CH:26][C:25]([CH3:28])=[CH:24][N:23]=2)[C:12]=1[F:31])(=[NH:3])[NH2:2].[ClH:33].CC#N.